This data is from Full USPTO retrosynthesis dataset with 1.9M reactions from patents (1976-2016). The task is: Predict the reactants needed to synthesize the given product. (1) Given the product [F:3][C:4]1[CH:9]=[CH:8][C:7]([C:10]2[CH2:15][CH2:14][C:13]3[C:16]([C:17]([O:19][CH3:20])=[O:18])=[N:1][NH:2][C:12]=3[CH:11]=2)=[CH:6][CH:5]=1, predict the reactants needed to synthesize it. The reactants are: [NH2:1][NH2:2].[F:3][C:4]1[CH:9]=[CH:8][C:7]([C:10]2[CH2:15][CH2:14][CH:13]([C:16](=O)[C:17]([O:19][CH3:20])=[O:18])[C:12](=O)[CH:11]=2)=[CH:6][CH:5]=1. (2) Given the product [N:25]1[CH:26]=[CH:27][CH:28]=[CH:29][C:24]=1[C:20]1[CH:21]=[CH:22][CH:23]=[C:18]([C:13]2[CH:14]=[CH:15][CH:16]=[CH:17][N:12]=2)[N:19]=1.[N:25]1[CH:24]=[CH:29][C:28]([CH3:1])=[CH:27][CH:26]=1.[Pt+2:10], predict the reactants needed to synthesize it. The reactants are: [CH2:1]1CC=CCCC=C1.I[Pt:10]I.[N:12]1[CH:17]=[CH:16][CH:15]=[CH:14][C:13]=1[C:18]1[CH:23]=[CH:22][CH:21]=[C:20]([C:24]2[CH:29]=[CH:28][CH:27]=[CH:26][N:25]=2)[N:19]=1. (3) Given the product [Cl:3][C:4]1[N:5]=[C:6]([C:11]([NH:13][C@H:14]2[CH2:19][CH2:18][N:17]([C:20]3[S:21][C:22]([C:30]([OH:32])=[O:31])=[C:23]([C:25](=[O:29])[NH:26][CH2:27][CH3:28])[N:24]=3)[CH2:16][C@H:15]2[O:35][CH2:36][CH3:37])=[O:12])[NH:7][C:8]=1[CH2:9][CH3:10], predict the reactants needed to synthesize it. The reactants are: [OH-].[Li+].[Cl:3][C:4]1[N:5]=[C:6]([C:11]([NH:13][C@H:14]2[CH2:19][CH2:18][N:17]([C:20]3[S:21][C:22]([C:30]([O:32]CC)=[O:31])=[C:23]([C:25](=[O:29])[NH:26][CH2:27][CH3:28])[N:24]=3)[CH2:16][C@H:15]2[O:35][CH2:36][CH3:37])=[O:12])[NH:7][C:8]=1[CH2:9][CH3:10]. (4) Given the product [CH:1]1([C:4]2[S:30][C:7]3[N:8]([CH2:14][C:15]4[CH:20]=[CH:19][C:18]([C:21]5[C:22]([C:27]#[N:28])=[CH:23][CH:24]=[CH:25][CH:26]=5)=[CH:17][C:16]=4[F:29])[C:9](=[O:13])[N:10]([CH2:32][C:33]([C:35]4[CH:40]=[CH:39][C:38]([F:41])=[CH:37][C:36]=4[O:42][CH3:43])=[O:34])[C:11](=[O:12])[C:6]=3[CH:5]=2)[CH2:3][CH2:2]1, predict the reactants needed to synthesize it. The reactants are: [CH:1]1([C:4]2[S:30][C:7]3[N:8]([CH2:14][C:15]4[CH:20]=[CH:19][C:18]([C:21]5[C:22]([C:27]#[N:28])=[CH:23][CH:24]=[CH:25][CH:26]=5)=[CH:17][C:16]=4[F:29])[C:9](=[O:13])[NH:10][C:11](=[O:12])[C:6]=3[CH:5]=2)[CH2:3][CH2:2]1.Br[CH2:32][C:33]([C:35]1[CH:40]=[CH:39][C:38]([F:41])=[CH:37][C:36]=1[O:42][CH3:43])=[O:34].CN(C)C=O.[H-].[Na+]. (5) Given the product [CH3:2][CH:3]1[N:8]([CH2:31][CH2:30][C:27]2[CH:26]=[CH:25][C:24]([N+:21]([O-:23])=[O:22])=[CH:29][CH:28]=2)[CH2:7][CH2:6][N:5]([CH2:9][CH2:10][C:11]2[CH:12]=[CH:13][C:14]([N+:17]([O-:19])=[O:18])=[CH:15][CH:16]=2)[C:4]1=[O:20], predict the reactants needed to synthesize it. The reactants are: Cl.[CH3:2][CH:3]1[NH:8][CH2:7][CH2:6][N:5]([CH2:9][CH2:10][C:11]2[CH:16]=[CH:15][C:14]([N+:17]([O-:19])=[O:18])=[CH:13][CH:12]=2)[C:4]1=[O:20].[N+:21]([C:24]1[CH:29]=[CH:28][C:27]([CH2:30][CH:31]=O)=[CH:26][CH:25]=1)([O-:23])=[O:22].C(O)C.C([BH3-])#N.[Na+].